This data is from Experimentally validated miRNA-target interactions with 360,000+ pairs, plus equal number of negative samples. The task is: Binary Classification. Given a miRNA mature sequence and a target amino acid sequence, predict their likelihood of interaction. The miRNA is hsa-miR-3681-3p with sequence ACACAGUGCUUCAUCCACUACU. The protein sequence of the target gene is MRVAVAGCCHGELDKIYETLALAERRGPGPVDLLLCCGDFQAVRNEADLRCMAVPPKYRHMQTFYRYYSGEKKAPVLTLFIGGNHEASNHLQELPYGGWVAPNIYYLGLAGVVKYRGVRIGGISGIFKSHDYRKGHFECPPYNSSTIRSIYHVRNIEVYKLKQLKQPIDIFLSHDWPRSIYHYGNKKQLLKTKSFFRQEVENNTLGSPAASELLEHLKPTYWFSAHLHVKFAALMQHQAKDKGQTARATKFLALDKCLPHRDFLQILEIEHDPSAPDYLEYDIEWLTILRATDDLINVTG.... Result: 1 (interaction).